Dataset: Forward reaction prediction with 1.9M reactions from USPTO patents (1976-2016). Task: Predict the product of the given reaction. (1) Given the reactants C(Cl)(=O)C(Cl)=O.[CH3:7][O:8][C:9]1[CH:10]=[C:11]([N:18]2[CH2:23][CH2:22][CH:21]([OH:24])[CH2:20][CH2:19]2)[CH:12]=[CH:13][C:14]=1[N+:15]([O-:17])=[O:16], predict the reaction product. The product is: [CH3:7][O:8][C:9]1[CH:10]=[C:11]([N:18]2[CH2:23][CH2:22][C:21](=[O:24])[CH2:20][CH2:19]2)[CH:12]=[CH:13][C:14]=1[N+:15]([O-:17])=[O:16]. (2) Given the reactants Br[C:2]1[CH:7]=[CH:6][C:5]([CH2:8][C:9]([CH3:12])([OH:11])[CH3:10])=[C:4]([F:13])[CH:3]=1.C1(P(C2C=CC=CC=2)CCCP(C2C=CC=CC=2)C2C=CC=CC=2)C=CC=CC=1.C(N(CC)CC)C.[CH3:50][OH:51].CN([CH:55]=[O:56])C, predict the reaction product. The product is: [F:13][C:4]1[CH:3]=[C:2]([CH:7]=[CH:6][C:5]=1[CH2:8][C:9]([OH:11])([CH3:12])[CH3:10])[C:50]([O:56][CH3:55])=[O:51]. (3) Given the reactants [CH3:1][N:2]([CH3:10])[C:3](=[O:9])[CH2:4][CH2:5][C:6]([OH:8])=O.C[CH2:12][N:13](C(C)C)[CH:14](C)C.ClC(OCC(C)C)=O.CNC1[C:31]([CH3:41])=[N:32][N:33]([C:35]2[CH:36]=[N:37][CH:38]=[CH:39][CH:40]=2)[CH:34]=1, predict the reaction product. The product is: [CH3:12][N:13]([CH3:14])[C:6](=[O:8])[CH2:5][CH2:4][C:3]([N:2]([CH3:10])[C:1]1[C:31]([CH3:41])=[N:32][N:33]([C:35]2[CH:36]=[N:37][CH:38]=[CH:39][CH:40]=2)[CH:34]=1)=[O:9]. (4) The product is: [C:1]1([S:7]([CH2:10][C:11]2[C:16]([C:17]([O:19][CH2:20][CH3:21])=[O:18])=[C:15]([O:22][CH3:23])[C:14]([C:27]3[CH:28]=[CH:29][O:25][CH:26]=3)=[CH:13][CH:12]=2)(=[O:9])=[O:8])[CH:6]=[CH:5][CH:4]=[CH:3][CH:2]=1. Given the reactants [C:1]1([S:7]([CH2:10][C:11]2[C:16]([C:17]([O:19][CH2:20][CH3:21])=[O:18])=[C:15]([O:22][CH3:23])[C:14](Br)=[CH:13][CH:12]=2)(=[O:9])=[O:8])[CH:6]=[CH:5][CH:4]=[CH:3][CH:2]=1.[O:25]1[CH:29]=[CH:28][C:27](B(O)O)=[CH:26]1.C(Cl)Cl.C(=O)([O-])[O-].[Cs+].[Cs+], predict the reaction product.